This data is from Reaction yield outcomes from USPTO patents with 853,638 reactions. The task is: Predict the reaction yield, written as a fraction of the theoretical maximum amount of product (1.0 means a 100% yield; for example, 0.34 means a 34% yield). (1) The reactants are Cl.[CH3:2][S:3]([CH2:6][C:7]([OH:9])=O)(=[O:5])=[O:4].[CH2:10]([C@H:17]1[CH2:21][NH:20][C@H:19]([C:22]([NH:24][C:25]2[CH:30]=[CH:29][C:28]([O:31][C:32]3[CH:37]=[CH:36][C:35]([F:38])=[CH:34][CH:33]=3)=[CH:27][CH:26]=2)=[O:23])[CH2:18]1)[C:11]1[CH:16]=[CH:15][CH:14]=[CH:13][CH:12]=1. No catalyst specified. The product is [CH2:10]([C@H:17]1[CH2:21][N:20]([C:7](=[O:9])[CH2:6][S:3]([CH3:2])(=[O:5])=[O:4])[C@H:19]([C:22]([NH:24][C:25]2[CH:30]=[CH:29][C:28]([O:31][C:32]3[CH:33]=[CH:34][C:35]([F:38])=[CH:36][CH:37]=3)=[CH:27][CH:26]=2)=[O:23])[CH2:18]1)[C:11]1[CH:12]=[CH:13][CH:14]=[CH:15][CH:16]=1. The yield is 0.248. (2) The reactants are [CH2:1]([C:3]1[CH:8]=[CH:7][C:6]([C:9]2[N:14]=[C:13]([N:15]([CH3:35])[CH2:16][CH2:17][CH2:18][O:19][C:20]3[CH:21]=[C:22]4[C:26](=[CH:27][CH:28]=3)[C@H:25]([CH2:29][C:30]([O:32]CC)=[O:31])[CH2:24][CH2:23]4)[C:12]([CH3:36])=[CH:11][N:10]=2)=[CH:5][CH:4]=1)[CH3:2].O.[Li+].[OH-].Cl. The catalyst is C1COCC1.CCO. The product is [CH2:1]([C:3]1[CH:4]=[CH:5][C:6]([C:9]2[N:14]=[C:13]([N:15]([CH3:35])[CH2:16][CH2:17][CH2:18][O:19][C:20]3[CH:21]=[C:22]4[C:26](=[CH:27][CH:28]=3)[C@H:25]([CH2:29][C:30]([OH:32])=[O:31])[CH2:24][CH2:23]4)[C:12]([CH3:36])=[CH:11][N:10]=2)=[CH:7][CH:8]=1)[CH3:2]. The yield is 0.890. (3) The reactants are [F:1][C:2]1[CH:15]=[CH:14][C:5]2[S:6][C:7](/[CH:9]=[CH:10]/[N+:11]([O-])=O)=[CH:8][C:4]=2[CH:3]=1.[Li+].[BH4-].C[Si](Cl)(C)C. The catalyst is C1COCC1. The product is [F:1][C:2]1[CH:15]=[CH:14][C:5]2[S:6][C:7]([CH2:9][CH2:10][NH2:11])=[CH:8][C:4]=2[CH:3]=1. The yield is 1.00. (4) The reactants are Br[C:2]1[CH:3]=[C:4]([C:7]([O:9][CH3:10])=[O:8])[S:5][CH:6]=1.[N+:11]([C:14]1[CH:19]=[CH:18][C:17](B(O)O)=[CH:16][CH:15]=1)([O-:13])=[O:12].P([O-])([O-])([O-])=O.[K+].[K+].[K+]. The catalyst is COCCOC. The product is [N+:11]([C:14]1[CH:19]=[CH:18][C:17]([C:2]2[CH:3]=[C:4]([C:7]([O:9][CH3:10])=[O:8])[S:5][CH:6]=2)=[CH:16][CH:15]=1)([O-:13])=[O:12]. The yield is 0.780. (5) The reactants are Br[C:2]1[N:3]=[C:4]([NH:10][C:11]2[CH:12]=[N:13][C:14]([N:17]3[CH2:22][CH2:21][N:20]([CH:23]4[CH2:26][O:25][CH2:24]4)[CH2:19][CH2:18]3)=[CH:15][CH:16]=2)[C:5](=[O:9])[N:6]([CH3:8])[CH:7]=1.[C:27]([O:30][CH2:31][C:32]1[C:33]([N:47]2[CH2:59][CH2:58][N:50]3[C:51]4[CH2:52][CH2:53][CH2:54][CH2:55][C:56]=4[CH:57]=[C:49]3[C:48]2=[O:60])=[N:34][CH:35]=[CH:36][C:37]=1B1OC(C)(C)C(C)(C)O1)(=[O:29])[CH3:28].[O-]P([O-])([O-])=O.[K+].[K+].[K+].C([O-])(=O)C.[Na+]. The catalyst is C1C=CC(P(C2C=CC=CC=2)[C-]2C=CC=C2)=CC=1.C1C=CC(P(C2C=CC=CC=2)[C-]2C=CC=C2)=CC=1.Cl[Pd]Cl.[Fe+2].O.C(#N)C. The product is [C:27]([O:30][CH2:31][C:32]1[C:33]([N:47]2[CH2:59][CH2:58][N:50]3[C:51]4[CH2:52][CH2:53][CH2:54][CH2:55][C:56]=4[CH:57]=[C:49]3[C:48]2=[O:60])=[N:34][CH:35]=[CH:36][C:37]=1[C:2]1[N:3]=[C:4]([NH:10][C:11]2[CH:12]=[N:13][C:14]([N:17]3[CH2:22][CH2:21][N:20]([CH:23]4[CH2:26][O:25][CH2:24]4)[CH2:19][CH2:18]3)=[CH:15][CH:16]=2)[C:5](=[O:9])[N:6]([CH3:8])[CH:7]=1)(=[O:29])[CH3:28]. The yield is 0.700. (6) The reactants are [Br:1][C:2]1[C:7]([CH2:8][OH:9])=[CH:6][C:5]([OH:10])=[C:4]([F:11])[CH:3]=1.[O:12]1[CH:17]=[CH:16][CH2:15][CH2:14][CH2:13]1. The catalyst is C(Cl)Cl.C12(CS(O)(=O)=O)C(C)(C)C(CC1)CC2=O. The product is [Br:1][C:2]1[C:7]([CH2:8][O:9][CH:13]2[CH2:14][CH2:15][CH2:16][CH2:17][O:12]2)=[CH:6][C:5]([O:10][CH:17]2[CH2:16][CH2:15][CH2:14][CH2:13][O:12]2)=[C:4]([F:11])[CH:3]=1. The yield is 0.830. (7) The reactants are [CH2:1]([Si:5]([C:18]1[CH:23]=[CH:22][CH:21]=[CH:20][CH:19]=1)([C:12]1[CH:17]=[CH:16][CH:15]=[CH:14][CH:13]=1)[C:6](=[O:11])[CH2:7][CH:8]([CH3:10])[CH3:9])[CH2:2][CH:3]=[CH2:4].[H-].[Al+3].[Li+].[H-].[H-].[H-]. The catalyst is C(OCC)C. The product is [CH2:1]([Si:5]([C:12]1[CH:13]=[CH:14][CH:15]=[CH:16][CH:17]=1)([C:18]1[CH:23]=[CH:22][CH:21]=[CH:20][CH:19]=1)[CH:6]([OH:11])[CH2:7][CH:8]([CH3:10])[CH3:9])[CH2:2][CH:3]=[CH2:4]. The yield is 0.690.